This data is from Reaction yield outcomes from USPTO patents with 853,638 reactions. The task is: Predict the reaction yield, written as a fraction of the theoretical maximum amount of product (1.0 means a 100% yield; for example, 0.34 means a 34% yield). The reactants are [C:1]1([CH2:7][C:8](Cl)=[O:9])[CH:6]=[CH:5][CH:4]=[CH:3][CH:2]=1.[S-:11][C:12]#[N:13].[K+].C1(C)C=CC=CC=1.C(O)C.[NH2:25][C:26]1[CH:47]=[CH:46][C:29]([O:30][C:31]2[CH:32]=[CH:33][C:34]3[N:35]([CH:37]=[C:38]([NH:40][C:41]([CH:43]4[CH2:45][CH2:44]4)=[O:42])[N:39]=3)[N:36]=2)=[CH:28][CH:27]=1. The catalyst is C(#N)C.[Cl-].[Na+].O. The product is [C:1]1([CH2:7][C:8]([NH:13][C:12]([NH:25][C:26]2[CH:47]=[CH:46][C:29]([O:30][C:31]3[CH:32]=[CH:33][C:34]4[N:35]([CH:37]=[C:38]([NH:40][C:41]([CH:43]5[CH2:44][CH2:45]5)=[O:42])[N:39]=4)[N:36]=3)=[CH:28][CH:27]=2)=[S:11])=[O:9])[CH:6]=[CH:5][CH:4]=[CH:3][CH:2]=1. The yield is 0.510.